From a dataset of Reaction yield outcomes from USPTO patents with 853,638 reactions. Predict the reaction yield, written as a fraction of the theoretical maximum amount of product (1.0 means a 100% yield; for example, 0.34 means a 34% yield). The reactants are Br[C:2]1[C:10]([CH3:11])=[CH:9][CH:8]=[CH:7][C:3]=1[C:4]([OH:6])=[O:5].BrC1C=CC=CC=1C(O)=O.[SH:22][C:23]1[CH:31]=[CH:30][CH:29]=[CH:28][C:24]=1[C:25]([OH:27])=[O:26]. No catalyst specified. The product is [C:25]([C:24]1[CH:28]=[CH:29][CH:30]=[CH:31][C:23]=1[S:22][C:2]1[C:10]([CH3:11])=[CH:9][CH:8]=[CH:7][C:3]=1[C:4]([OH:6])=[O:5])([OH:27])=[O:26]. The yield is 0.920.